Dataset: Forward reaction prediction with 1.9M reactions from USPTO patents (1976-2016). Task: Predict the product of the given reaction. (1) Given the reactants [CH3:1][O:2][C:3]1[N:8]=[CH:7][C:6]([NH:9][C:10]2[C:15]([C:16]3[N:21]=[C:20]([CH3:22])[N:19]=[C:18](SC)[N:17]=3)=[CH:14][N:13]=[C:12]([N:25]3[CH2:30][CH2:29][CH2:28][CH2:27][CH2:26]3)[N:11]=2)=[CH:5][CH:4]=1.[NH3:31], predict the reaction product. The product is: [CH3:1][O:2][C:3]1[N:8]=[CH:7][C:6]([NH:9][C:10]2[C:15]([C:16]3[N:21]=[C:20]([CH3:22])[N:19]=[C:18]([NH2:31])[N:17]=3)=[CH:14][N:13]=[C:12]([N:25]3[CH2:30][CH2:29][CH2:28][CH2:27][CH2:26]3)[N:11]=2)=[CH:5][CH:4]=1. (2) Given the reactants [Br:1][C:2]1[CH:14]=[CH:13][C:12]2[C:11]3[C:6](=[CH:7][CH:8]=[CH:9][CH:10]=3)/[C:5](=[N:15]/O)/[C:4]=2[CH:3]=1.BrC1C=CC2C(C=1)=NC([OH:32])=C1C=2C=CC=C1, predict the reaction product. The product is: [Br:1][C:2]1[CH:14]=[CH:13][C:12]2[C:4](=[C:5]([OH:32])[N:15]=[C:6]3[C:11]=2[CH:10]=[CH:9][CH:8]=[CH:7]3)[CH:3]=1. (3) Given the reactants [N+](C1C=CC(O[C:11](=[O:23])[C:12]2[CH:17]=[C:16]([O:18][CH3:19])[C:15]([O:20][CH3:21])=[CH:14][C:13]=2[OH:22])=CC=1)([O-])=O.[CH3:24][O:25][C:26]([C:28]1[N:29]=[C:30]([NH2:33])[S:31][CH:32]=1)=[O:27].CO, predict the reaction product. The product is: [CH3:24][O:25][C:26]([C:28]1[N:29]=[C:30]([NH:33][C:11](=[O:23])[C:12]2[CH:17]=[C:16]([O:18][CH3:19])[C:15]([O:20][CH3:21])=[CH:14][C:13]=2[OH:22])[S:31][CH:32]=1)=[O:27]. (4) Given the reactants [NH2:1][C:2]1[CH:3]=[C:4]2[C:8](=[CH:9][CH:10]=1)[CH2:7][CH2:6][CH2:5]2.C(N(CC)CC)C.[C:18](OC(=O)C)(=[O:20])[CH3:19].Cl, predict the reaction product. The product is: [C:18]([NH:1][C:2]1[CH:3]=[C:4]2[C:8](=[CH:9][CH:10]=1)[CH2:7][CH2:6][CH2:5]2)(=[O:20])[CH3:19]. (5) The product is: [Cl:1][C:2]1[CH:7]=[C:6]([NH:35][CH2:34][C:29]2[CH:30]=[CH:31][CH:32]=[C:33]3[C:28]=2[CH:27]=[N:26][N:25]3[CH:20]2[CH2:21][CH2:22][CH2:23][CH2:24][O:19]2)[C:5]([N+:9]([O-:11])=[O:10])=[CH:4][N:3]=1. Given the reactants [Cl:1][C:2]1[CH:7]=[C:6](Cl)[C:5]([N+:9]([O-:11])=[O:10])=[CH:4][N:3]=1.C(N(CC)CC)C.[O:19]1[CH2:24][CH2:23][CH2:22][CH2:21][CH:20]1[N:25]1[C:33]2[C:28](=[C:29]([CH2:34][NH2:35])[CH:30]=[CH:31][CH:32]=2)[CH:27]=[N:26]1, predict the reaction product. (6) Given the reactants Br[C:2]1[CH:7]=[CH:6][C:5]([CH:8]([C:19]2[CH:24]=[CH:23][CH:22]=[CH:21][C:20]=2[CH3:25])[CH2:9][C:10]([C:13]2[CH:18]=[CH:17][N:16]=[CH:15][CH:14]=2)=[N:11][OH:12])=[CH:4][CH:3]=1.[CH3:26][S:27]([C:30]1[CH:35]=[CH:34][C:33](B(O)O)=[CH:32][CH:31]=1)(=[O:29])=[O:28], predict the reaction product. The product is: [CH3:26][S:27]([C:30]1[CH:35]=[CH:34][C:33]([C:2]2[CH:3]=[CH:4][C:5]([CH:8]([C:19]3[CH:24]=[CH:23][CH:22]=[CH:21][C:20]=3[CH3:25])[CH2:9][C:10]([C:13]3[CH:14]=[CH:15][N:16]=[CH:17][CH:18]=3)=[N:11][OH:12])=[CH:6][CH:7]=2)=[CH:32][CH:31]=1)(=[O:29])=[O:28].